This data is from Full USPTO retrosynthesis dataset with 1.9M reactions from patents (1976-2016). The task is: Predict the reactants needed to synthesize the given product. (1) The reactants are: [C:1]([O:4][C@@H:5]1[C@@H:10]([O:11][C:12](=[O:14])[CH3:13])[C@H:9]([O:15][C:16](=[O:18])[CH3:17])[C@@H:8]([CH2:19][O:20][C:21](=[O:23])[CH3:22])[O:7][C@H:6]1[O:24][C:25]1[C:29]([CH2:30][C:31]2[CH:36]=[CH:35][C:34]([O:37][CH2:38][CH2:39][C:40](=[O:48])[NH:41][C:42]([C:45](O)=[O:46])([CH3:44])[CH3:43])=[CH:33][C:32]=2[CH3:49])=[C:28]([CH:50]([CH3:52])[CH3:51])[NH:27][N:26]=1)(=[O:3])[CH3:2].[CH2:53]([N:60]1[CH2:65][CH2:64][NH:63][CH2:62][CH2:61]1)[C:54]1[CH:59]=[CH:58][CH:57]=[CH:56][CH:55]=1.ON1C2C=CC=CC=2N=N1.Cl.C(N=C=NCCCN(C)C)C. Given the product [C:1]([O:4][C@@H:5]1[C@@H:10]([O:11][C:12](=[O:14])[CH3:13])[C@H:9]([O:15][C:16](=[O:18])[CH3:17])[C@@H:8]([CH2:19][O:20][C:21](=[O:23])[CH3:22])[O:7][C@H:6]1[O:24][C:25]1[C:29]([CH2:30][C:31]2[CH:36]=[CH:35][C:34]([O:37][CH2:38][CH2:39][C:40](=[O:48])[NH:41][C:42]([C:45]([N:63]3[CH2:64][CH2:65][N:60]([CH2:53][C:54]4[CH:55]=[CH:56][CH:57]=[CH:58][CH:59]=4)[CH2:61][CH2:62]3)=[O:46])([CH3:43])[CH3:44])=[CH:33][C:32]=2[CH3:49])=[C:28]([CH:50]([CH3:52])[CH3:51])[NH:27][N:26]=1)(=[O:3])[CH3:2], predict the reactants needed to synthesize it. (2) Given the product [Br:1][CH2:23][C:24]1[N:25]=[C:26]([C:33]([CH3:36])([CH3:35])[CH3:34])[S:27][C:28]=1[C:29]([O:31][CH3:32])=[O:30], predict the reactants needed to synthesize it. The reactants are: [Br:1]C1C(C)=C(NCC2C=C(C(C)(C)C)SC=2C(O)=O)C=CC=1.[CH3:23][C:24]1[N:25]=[C:26]([C:33]([CH3:36])([CH3:35])[CH3:34])[S:27][C:28]=1[C:29]([O:31][CH3:32])=[O:30].BrN1C(=O)CCC1=O.